Dataset: Forward reaction prediction with 1.9M reactions from USPTO patents (1976-2016). Task: Predict the product of the given reaction. (1) Given the reactants [NH2:1][C:2]1[C:11](I)=[CH:10][C:5]([C:6]([O:8][CH3:9])=[O:7])=[CH:4][N:3]=1.[C:13]([C:15]1[CH:16]=[C:17]([NH:21][C:22]([C:24]2[N:28]([CH3:29])[N:27]=[C:26]([CH3:30])[CH:25]=2)=[O:23])[CH:18]=[CH:19][CH:20]=1)#[CH:14].C(N(CC)CC)C, predict the reaction product. The product is: [NH2:1][C:2]1[C:11]([C:14]#[C:13][C:15]2[CH:20]=[CH:19][CH:18]=[C:17]([NH:21][C:22]([C:24]3[N:28]([CH3:29])[N:27]=[C:26]([CH3:30])[CH:25]=3)=[O:23])[CH:16]=2)=[CH:10][C:5]([C:6]([O:8][CH3:9])=[O:7])=[CH:4][N:3]=1. (2) Given the reactants C(OC([N:8]1[CH2:12][C@@H:11]([CH2:13][N:14]([CH:31]([CH3:33])[CH3:32])[C:15](=[O:30])[C:16]2[CH:21]=[CH:20][C:19]([O:22][CH3:23])=[C:18]([O:24][CH2:25][CH2:26][CH2:27][O:28][CH3:29])[CH:17]=2)[C@H:10]([NH2:34])[CH2:9]1)=O)(C)(C)C.[CH2:35]([N:42]([CH2:47][CH3:48])[C:43](=[O:46])[CH2:44]Cl)[C:36]1[CH:41]=[CH:40][CH:39]=[CH:38][CH:37]=1.CC#N.O, predict the reaction product. The product is: [CH2:35]([N:42]([CH2:47][CH3:48])[C:43]([CH2:44][NH:34][C@@H:10]1[CH2:9][NH:8][CH2:12][C@H:11]1[CH2:13][N:14]([CH:31]([CH3:33])[CH3:32])[C:15](=[O:30])[C:16]1[CH:21]=[CH:20][C:19]([O:22][CH3:23])=[C:18]([O:24][CH2:25][CH2:26][CH2:27][O:28][CH3:29])[CH:17]=1)=[O:46])[C:36]1[CH:41]=[CH:40][CH:39]=[CH:38][CH:37]=1. (3) Given the reactants [CH:1]1[C:9]2[C:8]3[CH:10]=[CH:11][CH:12]=[CH:13][C:7]=3[S:6][C:5]=2[C:4]([C:14]([C:16]2[CH:21]=[CH:20][CH:19]=[CH:18][CH:17]=2)=[O:15])=[CH:3][CH:2]=1.[C:22]1([Mg]Br)[CH:27]=[CH:26][CH:25]=[CH:24][CH:23]=1, predict the reaction product. The product is: [CH:1]1[C:9]2[C:8]3[CH:10]=[CH:11][CH:12]=[CH:13][C:7]=3[S:6][C:5]=2[C:4]([C:14]([C:22]2[CH:27]=[CH:26][CH:25]=[CH:24][CH:23]=2)([C:16]2[CH:17]=[CH:18][CH:19]=[CH:20][CH:21]=2)[OH:15])=[CH:3][CH:2]=1. (4) Given the reactants [Cl:1][C:2]1[C:8]([Cl:9])=[CH:7][C:5]([NH2:6])=[C:4]([CH3:10])[CH:3]=1.C(OC(=O)C)(=O)C.C([O-])(=O)C.[K+].[N:23](OCCC(C)C)=O.Cl, predict the reaction product. The product is: [Cl:1][C:2]1[CH:3]=[C:4]2[C:5](=[CH:7][C:8]=1[Cl:9])[NH:6][N:23]=[CH:10]2. (5) Given the reactants [CH3:1][C:2]1([CH3:24])[C:6]([CH3:8])([CH3:7])[O:5][B:4]([C:9]2[CH:10]=[N:11][N:12]([CH2:14][CH2:15][NH:16][C:17](=[O:23])[O:18][C:19]([CH3:22])([CH3:21])[CH3:20])[CH:13]=2)[O:3]1.[H-].[Na+].[CH3:27]I, predict the reaction product. The product is: [CH3:27][N:16]([CH2:15][CH2:14][N:12]1[CH:13]=[C:9]([B:4]2[O:5][C:6]([CH3:7])([CH3:8])[C:2]([CH3:24])([CH3:1])[O:3]2)[CH:10]=[N:11]1)[C:17](=[O:23])[O:18][C:19]([CH3:22])([CH3:21])[CH3:20]. (6) Given the reactants C(C1N=C(N2CCC(F)(F)C2)C2N=NN(CC)C=2N=1)(C)(C)C.[C:23]([C:27]1[N:28]=[C:29]([N:36]2[CH2:40][CH2:39][C:38]([F:42])([F:41])[CH2:37]2)[C:30]2[N:35]=[N:34][NH:33][C:31]=2[N:32]=1)([CH3:26])([CH3:25])[CH3:24].I[CH2:44][C:45]1([CH3:49])[CH2:48][O:47][CH2:46]1, predict the reaction product. The product is: [C:23]([C:27]1[N:28]=[C:29]([N:36]2[CH2:40][CH2:39][C:38]([F:41])([F:42])[CH2:37]2)[C:30]2[N:35]=[N:34][N:33]([CH2:44][C:45]3([CH3:49])[CH2:48][O:47][CH2:46]3)[C:31]=2[N:32]=1)([CH3:26])([CH3:24])[CH3:25]. (7) Given the reactants [F:1][C:2]([F:15])([F:14])[O:3][C:4]1[CH:13]=[CH:12][C:7]2[N:8]=[C:9]([NH2:11])[S:10][C:6]=2[CH:5]=1.[C:16]1([CH3:25])[CH:21]=[CH:20][C:19]([C:22](Cl)=[O:23])=[CH:18][CH:17]=1.Br[CH:27]([CH3:33])[C:28]([O:30]CC)=[O:29].COC1C=CC2N=C(N)SC=2C=1.ClC1C=C(C=CC=1)C(Cl)=O.BrCC(OCC)=O, predict the reaction product. The product is: [CH3:25][C:16]1[CH:21]=[CH:20][C:19]([C:22]([N:11]=[C:9]2[N:8]([CH:27]([CH3:33])[C:28]([OH:30])=[O:29])[C:7]3[CH:12]=[CH:13][C:4]([O:3][C:2]([F:1])([F:14])[F:15])=[CH:5][C:6]=3[S:10]2)=[O:23])=[CH:18][CH:17]=1. (8) Given the reactants C([N:8]1[C:13](=[O:14])[CH2:12][CH2:11][C@H:10]([N:15]2[CH2:23][C:22]3[C:17](=[CH:18][CH:19]=[CH:20][C:21]=3[O:24][CH2:25][C:26]3[CH:31]=[CH:30][C:29]([CH2:32][N:33]4[CH2:38][CH2:37][O:36][CH2:35][CH2:34]4)=[CH:28][CH:27]=3)[C:16]2=[O:39])[C:9]1=[O:40])C1C=CC=CC=1, predict the reaction product. The product is: [O:36]1[CH2:37][CH2:38][N:33]([CH2:32][C:29]2[CH:30]=[CH:31][C:26]([CH2:25][O:24][C:21]3[CH:20]=[CH:19][CH:18]=[C:17]4[C:22]=3[CH2:23][N:15]([C@H:10]3[CH2:11][CH2:12][C:13](=[O:14])[NH:8][C:9]3=[O:40])[C:16]4=[O:39])=[CH:27][CH:28]=2)[CH2:34][CH2:35]1.